This data is from Full USPTO retrosynthesis dataset with 1.9M reactions from patents (1976-2016). The task is: Predict the reactants needed to synthesize the given product. (1) Given the product [Cl:44][C:41]1[CH:40]=[CH:39][C:38]([N:8]([C:6](=[O:7])[CH2:5][OH:4])[C@H:9]2[C:18]3[C:13](=[CH:14][CH:15]=[CH:16][CH:17]=3)[N:12]([C:19]([C:21]3[CH:26]=[CH:25][C:24]([CH2:27][CH2:28][CH2:29][C:30]([CH3:36])([CH3:35])[C:31]([OH:33])=[O:32])=[CH:23][CH:22]=3)=[O:20])[C@@H:11]([CH3:37])[CH2:10]2)=[CH:43][CH:42]=1, predict the reactants needed to synthesize it. The reactants are: C([O:4][CH2:5][C:6]([N:8]([C:38]1[CH:43]=[CH:42][C:41]([Cl:44])=[CH:40][CH:39]=1)[C@H:9]1[C:18]2[C:13](=[CH:14][CH:15]=[CH:16][CH:17]=2)[N:12]([C:19]([C:21]2[CH:26]=[CH:25][C:24]([CH2:27][CH2:28][CH2:29][C:30]([CH3:36])([CH3:35])[C:31]([O:33]C)=[O:32])=[CH:23][CH:22]=2)=[O:20])[C@@H:11]([CH3:37])[CH2:10]1)=[O:7])(=O)C.[OH-].[Na+]. (2) Given the product [Br:16][C:9]1[CH:10]=[C:5]([C:1]([CH3:4])([CH3:3])[CH3:2])[CH:6]=[CH:7][N:8]=1, predict the reactants needed to synthesize it. The reactants are: [C:1]([C:5]1[CH:10]=[CH:9][N+:8]([O-])=[CH:7][CH:6]=1)([CH3:4])([CH3:3])[CH3:2].[OH-].[Na+].P(Br)(Br)([Br:16])=O. (3) Given the product [ClH:1].[CH2:23]([O:25][NH:26][C:27]1[N:28]=[C:29]([NH:37][CH2:38][CH2:39][CH3:40])[N:30]=[C:31]([NH:33][CH2:34][C:35]#[CH:36])[N:32]=1)[CH3:24], predict the reactants needed to synthesize it. The reactants are: [Cl:1]C1N=C(NNCC#C)N=C(NNCCC)N=1.Cl.C(ON)C.[CH2:23]([O:25][N:26](C)[C:27]1[N:32]=[C:31]([NH:33][CH2:34][CH2:35][CH3:36])[N:30]=[C:29]([NH:37][CH2:38][C:39]#[CH:40])[N:28]=1)[CH3:24]. (4) Given the product [CH3:24][O:25][C:26](=[O:41])[C:27]1[CH:32]=[C:31]([N:33]2[CH2:38][CH2:37][CH2:36][CH2:35][C:34]2=[O:39])[CH:30]=[C:29]([N:40]2[C:11]([CH3:12])=[CH:10][CH:9]=[C:8]2[C:6]2[CH:7]=[C:2]([CH3:1])[CH:3]=[CH:4][C:5]=2[O:15][CH2:16][C:17]2[CH:22]=[CH:21][C:20]([F:23])=[CH:19][CH:18]=2)[CH:28]=1, predict the reactants needed to synthesize it. The reactants are: [CH3:1][C:2]1[CH:3]=[CH:4][C:5]([O:15][CH2:16][C:17]2[CH:22]=[CH:21][C:20]([F:23])=[CH:19][CH:18]=2)=[C:6]([C:8](=O)[CH2:9][CH2:10][C:11](=O)[CH3:12])[CH:7]=1.[CH3:24][O:25][C:26](=[O:41])[C:27]1[CH:32]=[C:31]([N:33]2[CH2:38][CH2:37][CH2:36][CH2:35][C:34]2=[O:39])[CH:30]=[C:29]([NH2:40])[CH:28]=1.CC1C=CC(S(O)(=O)=O)=CC=1.